Dataset: Catalyst prediction with 721,799 reactions and 888 catalyst types from USPTO. Task: Predict which catalyst facilitates the given reaction. Reactant: [N+:1]([C:4]1[CH:16]=[CH:15][C:7]([CH2:8][NH:9][S:10]([CH2:13][CH3:14])(=[O:12])=[O:11])=[CH:6][CH:5]=1)([O-])=O. Product: [NH2:1][C:4]1[CH:16]=[CH:15][C:7]([CH2:8][NH:9][S:10]([CH2:13][CH3:14])(=[O:12])=[O:11])=[CH:6][CH:5]=1. The catalyst class is: 541.